From a dataset of Full USPTO retrosynthesis dataset with 1.9M reactions from patents (1976-2016). Predict the reactants needed to synthesize the given product. (1) The reactants are: [CH3:1][O:2][C:3]1[CH:10]=[CH:9][C:8]([O:11][C:12]([F:15])([F:14])[F:13])=[CH:7][C:4]=1[CH:5]=[O:6].[BH4-].[Na+].[Cl-].[NH4+].C(OCC)(=O)C. Given the product [CH3:1][O:2][C:3]1[CH:10]=[CH:9][C:8]([O:11][C:12]([F:13])([F:14])[F:15])=[CH:7][C:4]=1[CH2:5][OH:6], predict the reactants needed to synthesize it. (2) Given the product [C:12]1([C:2]2[CH:3]=[C:4]([CH:9]=[CH:10][CH:11]=2)[C:5]([O:7][CH3:8])=[O:6])[CH:17]=[CH:16][CH:15]=[CH:14][CH:13]=1, predict the reactants needed to synthesize it. The reactants are: Br[C:2]1[CH:3]=[C:4]([CH:9]=[CH:10][CH:11]=1)[C:5]([O:7][CH3:8])=[O:6].[C:12]1(B(O)O)[CH:17]=[CH:16][CH:15]=[CH:14][CH:13]=1.C(=O)([O-])[O-].[Na+].[Na+].C1(C)C=CC=CC=1. (3) Given the product [Cl:16][C:17]1[C:18]([O:35][CH2:36][CH3:37])=[C:19](/[C:32](/[CH3:33])=[C:6](/[F:7])\[C:4]([O:3][CH2:2][CH3:1])=[O:5])[CH:20]=[C:21]2[C:26]=1[O:25][C:24]([CH3:28])([CH3:27])[CH:23]=[C:22]2[CH:29]([CH3:30])[CH3:31], predict the reactants needed to synthesize it. The reactants are: [CH3:1][CH2:2][O:3][C:4]([CH:6](P(OCC)(OCC)=O)[F:7])=[O:5].[Cl:16][C:17]1[C:18]([O:35][CH2:36][CH3:37])=[C:19]([C:32](=O)[CH3:33])[CH:20]=[C:21]2[C:26]=1[O:25][C:24]([CH3:28])([CH3:27])[CH:23]=[C:22]2[CH:29]([CH3:31])[CH3:30]. (4) The reactants are: C(OC([NH:8][CH2:9][CH:10]1[CH2:15][CH2:14][CH:13]([C:16]([NH:18][CH2:19][C:20]2[CH:25]=[CH:24][C:23]([CH3:26])=[CH:22][CH:21]=2)=[O:17])[CH2:12][CH2:11]1)=O)(C)(C)C.FC(F)(F)C(O)=O. Given the product [NH2:8][CH2:9][CH:10]1[CH2:15][CH2:14][CH:13]([C:16]([NH:18][CH2:19][C:20]2[CH:21]=[CH:22][C:23]([CH3:26])=[CH:24][CH:25]=2)=[O:17])[CH2:12][CH2:11]1, predict the reactants needed to synthesize it. (5) Given the product [F:8][C:6]1[CH:5]=[N:4][C:3]2[C:9](=[O:10])[NH:11][CH:12]=[N:1][C:2]=2[CH:7]=1, predict the reactants needed to synthesize it. The reactants are: [NH2:1][C:2]1[C:3]([C:9]([NH2:11])=[O:10])=[N:4][CH:5]=[C:6]([F:8])[CH:7]=1.[CH:12](OCC)(OCC)OCC. (6) Given the product [O:1]=[C:2]1[C:11]2[C:6](=[CH:7][CH:8]=[CH:9][CH:10]=2)[N:5]=[C:4]([C:12]([NH:14][CH2:15][C:16]2[CH:17]=[C:18]([O:22][CH2:23][CH2:24][CH2:25][C:26]([OH:28])=[O:27])[CH:19]=[CH:20][CH:21]=2)=[O:13])[NH:3]1, predict the reactants needed to synthesize it. The reactants are: [O:1]=[C:2]1[C:11]2[C:6](=[CH:7][CH:8]=[CH:9][CH:10]=2)[N:5]=[C:4]([C:12]([NH:14][CH2:15][C:16]2[CH:17]=[C:18]([O:22][CH2:23][CH2:24][CH2:25][C:26]([O:28]CC)=[O:27])[CH:19]=[CH:20][CH:21]=2)=[O:13])[NH:3]1.[OH-].[Na+].C1COCC1.CO.